Dataset: Reaction yield outcomes from USPTO patents with 853,638 reactions. Task: Predict the reaction yield, written as a fraction of the theoretical maximum amount of product (1.0 means a 100% yield; for example, 0.34 means a 34% yield). (1) The reactants are C(O)(=O)C.[CH:5]1([O:11][C:12]2[CH:17]=[CH:16][C:15](/[CH:18]=[CH:19]/[N+:20]([O-:22])=[O:21])=[CH:14][CH:13]=2)[CH2:10][CH2:9][CH2:8][CH2:7][CH2:6]1.[BH4-].[Na+]. The catalyst is CS(C)=O. The product is [CH:5]1([O:11][C:12]2[CH:13]=[CH:14][C:15]([CH2:18][CH2:19][N+:20]([O-:22])=[O:21])=[CH:16][CH:17]=2)[CH2:6][CH2:7][CH2:8][CH2:9][CH2:10]1. The yield is 0.440. (2) The reactants are [OH-].[Na+].[F:3][C:4]([F:33])([F:32])[C:5]1[CH:6]=[C:7]([CH:29]=[CH:30][CH:31]=1)[CH2:8][C:9]1[S:10][C:11]2[C:17]([C:18]3[CH:19]=[C:20]([CH:26]=[CH:27][CH:28]=3)[C:21](OCC)=[O:22])=[CH:16][CH:15]=[CH:14][C:12]=2[CH:13]=1.Cl.[CH3:35][O:36][CH2:37][CH2:38][NH2:39].CCN=C=NCCCN(C)C.C1C=CC2N(O)N=NC=2C=1. The catalyst is O.CN(C=O)C.C1COCC1.C(O)C. The product is [CH3:35][O:36][CH2:37][CH2:38][NH:39][C:21](=[O:22])[C:20]1[CH:26]=[CH:27][CH:28]=[C:18]([C:17]2[C:11]3[S:10][C:9]([CH2:8][C:7]4[CH:29]=[CH:30][CH:31]=[C:5]([C:4]([F:3])([F:33])[F:32])[CH:6]=4)=[CH:13][C:12]=3[CH:14]=[CH:15][CH:16]=2)[CH:19]=1. The yield is 0.900.